Dataset: Catalyst prediction with 721,799 reactions and 888 catalyst types from USPTO. Task: Predict which catalyst facilitates the given reaction. Reactant: CN([CH2:4][CH:5]1[C:10](=[O:11])[CH2:9][C@H:8]([C:12]2[CH:17]=[CH:16][N:15]=[CH:14][C:13]=2[N+:18]([O-:20])=[O:19])[O:7][C@@H:6]1[CH3:21])C.CI.C([O-])(O)=O.[Na+]. Product: [CH3:21][C@@H:6]1[C:5](=[CH2:4])[C:10](=[O:11])[CH2:9][C@H:8]([C:12]2[CH:17]=[CH:16][N:15]=[CH:14][C:13]=2[N+:18]([O-:20])=[O:19])[O:7]1. The catalyst class is: 1.